From a dataset of Full USPTO retrosynthesis dataset with 1.9M reactions from patents (1976-2016). Predict the reactants needed to synthesize the given product. (1) Given the product [OH:39][C@:24]1([C:25]2[CH:26]=[CH:27][C:28]([CH2:31][O:32][CH2:33][C@@H:34]([CH3:38])[CH2:35][O:36][CH3:37])=[CH:29][CH:30]=2)[CH2:23][CH2:22][NH:21][CH2:20][C@@H:19]1[C:16]1[CH:17]=[CH:18][C:13]([C:8]2[CH:9]=[CH:10][CH:11]=[CH:12][C:7]=2[CH2:6][CH2:5][NH:4][C:1]([NH2:2])=[O:3])=[CH:14][C:15]=1[CH3:47].[NH3:2], predict the reactants needed to synthesize it. The reactants are: [C:1]([NH:4][CH2:5][CH2:6][C:7]1[CH:12]=[CH:11][CH:10]=[CH:9][C:8]=1[C:13]1[CH:18]=[CH:17][C:16]([C@@H:19]2[C@@:24]([OH:39])([C:25]3[CH:30]=[CH:29][C:28]([CH2:31][O:32][CH2:33][C@@H:34]([CH3:38])[CH2:35][O:36][CH3:37])=[CH:27][CH:26]=3)[CH2:23][CH2:22][N:21](C(OC(C)(C)C)=O)[CH2:20]2)=[C:15]([CH3:47])[CH:14]=1)(=[O:3])[NH2:2]. (2) The reactants are: [C:1]([N:5]1[C:10](=[O:11])[C:9]([CH2:12]Br)=[C:8]([Cl:14])[CH:7]=[N:6]1)([CH3:4])([CH3:3])[CH3:2].C(=O)([O-])[O-:16].[Ca+2].O1CCOCC1.O.Cl. Given the product [C:1]([N:5]1[C:10](=[O:11])[C:9]([CH2:12][OH:16])=[C:8]([Cl:14])[CH:7]=[N:6]1)([CH3:4])([CH3:3])[CH3:2], predict the reactants needed to synthesize it. (3) Given the product [CH3:1][C@@H:2]1[CH2:6][CH2:5][CH2:4][N:3]1[C:7]1[C:8]([C:21]2[CH:26]=[CH:25][CH:24]=[CH:23][CH:22]=2)=[N:9][C:10]2[C:15]([N:16]=1)=[CH:14][C:13]([C:17]([OH:19])=[O:18])=[CH:12][CH:11]=2, predict the reactants needed to synthesize it. The reactants are: [CH3:1][C@@H:2]1[CH2:6][CH2:5][CH2:4][N:3]1[C:7]1[C:8]([C:21]2[CH:26]=[CH:25][CH:24]=[CH:23][CH:22]=2)=[N:9][C:10]2[C:15]([N:16]=1)=[CH:14][C:13]([C:17]([O:19]C)=[O:18])=[CH:12][CH:11]=2.[OH-].[Na+]. (4) Given the product [CH3:36][C:19]1[CH:20]=[C:21]([S:24]([C:27]2[CH:28]=[CH:29][C:30]([NH2:33])=[CH:31][CH:32]=2)(=[O:26])=[O:25])[CH:22]=[CH:23][C:18]=1[CH:15]1[CH2:16][CH2:17][NH:13][CH2:14]1, predict the reactants needed to synthesize it. The reactants are: O.O.Cl[Sn]Cl.C(OC([N:13]1[CH2:17][CH2:16][CH:15]([C:18]2[CH:23]=[CH:22][C:21]([S:24]([C:27]3[CH:32]=[CH:31][C:30]([N+:33]([O-])=O)=[CH:29][CH:28]=3)(=[O:26])=[O:25])=[CH:20][C:19]=2[CH3:36])[CH2:14]1)=O)(C)(C)C.C([O-])(O)=O.[Na+]. (5) Given the product [CH2:47]([NH:54][C:21]([C:16]1[NH:17][C:18]2[C:14]([CH:15]=1)=[CH:13][C:12]([C:10]([N:7]1[CH2:6][CH2:5][N:4]([CH:1]([CH3:2])[CH3:3])[CH2:9][CH2:8]1)=[O:11])=[CH:20][CH:19]=2)=[O:23])[C:48]1[CH:53]=[CH:52][CH:51]=[CH:50][CH:49]=1, predict the reactants needed to synthesize it. The reactants are: [CH:1]([N:4]1[CH2:9][CH2:8][N:7]([C:10]([C:12]2[CH:13]=[C:14]3[C:18](=[CH:19][CH:20]=2)[NH:17][C:16]([C:21]([OH:23])=O)=[CH:15]3)=[O:11])[CH2:6][CH2:5]1)([CH3:3])[CH3:2].Cl.F[B-](F)(F)F.N1(OC(N(C)C)=[N+](C)C)C2C=CC=CC=2N=N1.[CH2:47]([NH2:54])[C:48]1[CH:53]=[CH:52][CH:51]=[CH:50][CH:49]=1.C(N(CC)C(C)C)(C)C. (6) Given the product [F:16][C:2]1[CH:3]=[CH:4][C:5]([C:8]#[N:9])=[N:6][CH:7]=1, predict the reactants needed to synthesize it. The reactants are: N[C:2]1[CH:3]=[CH:4][C:5]([C:8]#[N:9])=[N:6][CH:7]=1.N1C=CC=CC=1.[FH:16].N([O-])=O.[Na+].[OH-].[Na+]. (7) Given the product [F:1][C:2]([F:52])([F:51])[C:3]1[CH:4]=[C:5]([CH:13]2[C:17]3([CH2:19][CH2:18]3)[N:16]([CH2:20][C:21]3[C:26]([C:27]4[CH:28]=[C:29]([C:35]5[CH:40]=[CH:39][C:38]([C:41]([O:43][CH3:44])=[O:42])=[CH:37][C:36]=5[CH3:45])[CH:30]=[CH:31][C:32]=4[O:33][CH3:34])=[CH:25][N:24]=[C:23]([N:54]([CH3:55])[CH3:53])[N:22]=3)[C:15](=[O:50])[O:14]2)[CH:6]=[C:7]([C:9]([F:12])([F:11])[F:10])[CH:8]=1, predict the reactants needed to synthesize it. The reactants are: [F:1][C:2]([F:52])([F:51])[C:3]1[CH:4]=[C:5]([CH:13]2[C:17]3([CH2:19][CH2:18]3)[N:16]([CH2:20][C:21]3[C:26]([C:27]4[CH:28]=[C:29]([C:35]5[CH:40]=[CH:39][C:38]([C:41]([O:43][CH3:44])=[O:42])=[CH:37][C:36]=5[CH3:45])[CH:30]=[CH:31][C:32]=4[O:33][CH3:34])=[CH:25][N:24]=[C:23](S(C)(=O)=O)[N:22]=3)[C:15](=[O:50])[O:14]2)[CH:6]=[C:7]([C:9]([F:12])([F:11])[F:10])[CH:8]=1.[CH3:53][NH:54][CH3:55]. (8) Given the product [Cl:1][C:2]1[C:3]([F:16])=[C:4]([F:15])[CH:5]=[C:6]2[C:11]=1[N:10]=[C:9]([CH2:12][N:17]1[CH2:21][CH2:20][CH2:19][CH2:18]1)[NH:8][C:7]2=[O:14], predict the reactants needed to synthesize it. The reactants are: [Cl:1][C:2]1[C:3]([F:16])=[C:4]([F:15])[CH:5]=[C:6]2[C:11]=1[N:10]=[C:9]([CH2:12]Cl)[NH:8][C:7]2=[O:14].[NH:17]1[CH2:21][CH2:20][CH2:19][CH2:18]1.